From a dataset of Forward reaction prediction with 1.9M reactions from USPTO patents (1976-2016). Predict the product of the given reaction. (1) Given the reactants Br[CH2:2][C:3]1[CH:8]=[CH:7][N:6]=[C:5]([C:9]#[N:10])[CH:4]=1.[NH:11]1[CH2:16][CH2:15][O:14][CH2:13][CH2:12]1, predict the reaction product. The product is: [O:14]1[CH2:15][CH2:16][N:11]([CH2:2][C:3]2[CH:8]=[CH:7][N:6]=[C:5]([C:9]#[N:10])[CH:4]=2)[CH2:12][CH2:13]1. (2) Given the reactants [OH:1][CH2:2][C@@H:3]([NH:8][C:9]([C:11]1[C:19]2[C:14](=[N:15][CH:16]=[C:17]([C:20]3[C:28]4[C:23](=[CH:24][C:25]([F:29])=[CH:26][CH:27]=4)[N:22]([CH3:30])[N:21]=3)[N:18]=2)[N:13]([CH2:31][O:32][CH2:33][CH2:34][Si:35]([CH3:38])([CH3:37])[CH3:36])[CH:12]=1)=[O:10])[CH2:4][CH:5]([CH3:7])[CH3:6].[OH-].[K+].[CH2:41]1OCCOCCOCCOCCOCCOC1.IC, predict the reaction product. The product is: [CH3:41][O:1][CH2:2][C@@H:3]([NH:8][C:9]([C:11]1[C:19]2[C:14](=[N:15][CH:16]=[C:17]([C:20]3[C:28]4[C:23](=[CH:24][C:25]([F:29])=[CH:26][CH:27]=4)[N:22]([CH3:30])[N:21]=3)[N:18]=2)[N:13]([CH2:31][O:32][CH2:33][CH2:34][Si:35]([CH3:38])([CH3:37])[CH3:36])[CH:12]=1)=[O:10])[CH2:4][CH:5]([CH3:7])[CH3:6]. (3) Given the reactants [NH2:1][C:2]1[N:7]=[CH:6][N:5]=[C:4]2[N:8]([CH:12]3[CH2:15][N:14]([C:16]([O:18][C:19]([CH3:22])([CH3:21])[CH3:20])=[O:17])[CH2:13]3)[N:9]=[C:10](I)[C:3]=12.[C:23]1([OH:29])[CH:28]=[CH:27][CH:26]=[CH:25][CH:24]=1.C(=O)([O-])[O-].[Cs+].[Cs+].Cl.CN(C)CC(O)=O, predict the reaction product. The product is: [C:19]([O:18][C:16]([N:14]1[CH2:15][CH:12]([N:8]2[C:4]3=[N:5][CH:6]=[N:7][C:2]([NH2:1])=[C:3]3[C:10]([O:29][C:23]3[CH:28]=[CH:27][CH:26]=[CH:25][CH:24]=3)=[N:9]2)[CH2:13]1)=[O:17])([CH3:22])([CH3:21])[CH3:20]. (4) Given the reactants Cl[C:2]1[CH:7]=[C:6]([O:8][CH2:9][C:10]#[CH:11])[N:5]=[CH:4][N:3]=1.C(=O)([O-])[O-].[K+].[K+].[F:18][C:19]([F:28])([F:27])[C:20]1[CH:25]=[CH:24][C:23]([OH:26])=[CH:22][CH:21]=1.[Cl-].[NH4+], predict the reaction product. The product is: [F:18][C:19]([F:27])([F:28])[C:20]1[CH:25]=[CH:24][C:23]([O:26][C:2]2[CH:7]=[C:6]([O:8][CH2:9][C:10]#[CH:11])[N:5]=[CH:4][N:3]=2)=[CH:22][CH:21]=1. (5) The product is: [Cl:10][C:4]1[CH:3]=[C:2]2[C:7]([CH:8]=[C:21]([C:15]3[CH:16]=[C:17]([O:19][CH3:20])[CH:18]=[C:13]([O:12][CH3:11])[CH:14]=3)[C:22](=[O:23])[NH:1]2)=[CH:6][N:5]=1. Given the reactants [NH2:1][C:2]1[C:7]([CH:8]=O)=[CH:6][N:5]=[C:4]([Cl:10])[CH:3]=1.[CH3:11][O:12][C:13]1[CH:14]=[C:15]([CH2:21][C:22](OC)=[O:23])[CH:16]=[C:17]([O:19][CH3:20])[CH:18]=1.C([O-])([O-])=O.[K+].[K+].O, predict the reaction product. (6) Given the reactants [CH:1]1([O:6][C:7]2[CH:8]=[C:9]([C@H:15]3[CH2:19][N:18]([CH2:20][C:21]([O:23]C)=[O:22])[C:17](=[O:25])[CH2:16]3)[CH:10]=[CH:11][C:12]=2[O:13][CH3:14])[CH2:5][CH2:4][CH2:3][CH2:2]1.[OH-].[K+].Cl.O, predict the reaction product. The product is: [CH:1]1([O:6][C:7]2[CH:8]=[C:9]([CH:15]3[CH2:19][N:18]([CH2:20][C:21]([OH:23])=[O:22])[C:17](=[O:25])[CH2:16]3)[CH:10]=[CH:11][C:12]=2[O:13][CH3:14])[CH2:5][CH2:4][CH2:3][CH2:2]1. (7) Given the reactants F[C:2](F)(F)C(O)=O.[Cl:8][C:9]1[C:10]([F:37])=[C:11]([CH:15]2[C:19]([C:22]3[CH:27]=[CH:26][C:25]([Cl:28])=[CH:24][CH:23]=3)([C:20]#[N:21])[CH:18](CC(C)(C)C)[NH:17][CH:16]2[C:34](O)=[O:35])[CH:12]=[CH:13][CH:14]=1.CC1(C)[O:43][C@@H:42]([CH2:44][CH2:45][NH2:46])[CH2:41][O:40]1.CN(C(ON1N=NC2[CH:59]=[CH:60][CH:61]=NC1=2)=[N+](C)C)C.F[P-](F)(F)(F)(F)F.CCN(C(C)C)C(C)C.Cl, predict the reaction product. The product is: [OH:43][C@H:42]([CH2:41][OH:40])[CH2:44][CH2:45][NH:46][C:34]([CH:16]1[CH:15]([C:11]2[CH:12]=[CH:13][CH:14]=[C:9]([Cl:8])[C:10]=2[F:37])[C:19]([C:22]2[CH:23]=[CH:24][C:25]([Cl:28])=[CH:26][CH:27]=2)([C:20]#[N:21])[CH:18]([C:60]([CH3:59])([CH3:61])[CH3:2])[NH:17]1)=[O:35].